Dataset: Catalyst prediction with 721,799 reactions and 888 catalyst types from USPTO. Task: Predict which catalyst facilitates the given reaction. Reactant: C(N(CC)CC)C.Br[CH2:9][C:10]1[C:19]([N+:20]([O-:22])=[O:21])=[CH:18][CH:17]=[CH:16][C:11]=1[C:12]([O:14]C)=O.[I:23][C:24]1[CH:25]=[C:26]([CH2:30][NH2:31])[CH:27]=[CH:28][CH:29]=1.[Cl-].[NH4+]. Product: [I:23][C:24]1[CH:25]=[C:26]([CH:27]=[CH:28][CH:29]=1)[CH2:30][N:31]1[CH2:9][C:10]2[C:11](=[CH:16][CH:17]=[CH:18][C:19]=2[N+:20]([O-:22])=[O:21])[C:12]1=[O:14]. The catalyst class is: 138.